This data is from Experimentally validated miRNA-target interactions with 360,000+ pairs, plus equal number of negative samples. The task is: Binary Classification. Given a miRNA mature sequence and a target amino acid sequence, predict their likelihood of interaction. (1) The miRNA is mmu-miR-599 with sequence UUGUGUCAGUUUAUCAAAC. The protein sequence of the target gene is MEHSGILASLILIAVLPQGSPFKIQVTEYEDKVFVTCNTSVMHLDGTVEGWFAKNKTLNLGKGVLDPRGIYLCNGTEQLAKVVSSVQVHYRMCQNCVELDSGTMAGVIFIDLIATLLLALGVYCFAGHETGRPSGAAEVQALLKNEQLYQPLRDREDTQYSRLGGNWPRNKKS. Result: 0 (no interaction). (2) The miRNA is hsa-miR-4662a-5p with sequence UUAGCCAAUUGUCCAUCUUUAG. The protein sequence of the target gene is MSPRRTLPRPLSLCLSLCLCLCLAAALGSAQSGSCRDKKNCKVVFSQQELRKRLTPLQYHVTQEKGTESAFEGEYTHHKDPGIYKCVVCGTPLFKSETKFDSGSGWPSFHDVINSEAITFTDDFSYGMHRVETSCSQCGAHLGHIFDDGPRPTGKRYCINSAALSFTPADSSGTAEGGSGVASPAQADKAEL. Result: 1 (interaction). (3) The miRNA is hsa-miR-585-3p with sequence UGGGCGUAUCUGUAUGCUA. The protein sequence of the target gene is MTPIVTVLICLRLSLGPRTHVQAGTLPKPTLWAEPGSVITQGSPVTLWCQGILETQEYRLYREKKTAPWITRIPQEIVKKGQFPIPSITWEHTGRYRCFYGSHTAGWSEPSDPLELVVTGAYIKPTLSALPSPVVTSGGNVTLHCVSQVAFGSFILCKEGEDEHPQCLNSQPRTHGWSRAIFSVGPVSPSRRWSYRCYAYDSNSPHVWSLPSDLLELLVLGVSKKPSLSVQPGPIVAPGESLTLQCVSDVSYDRFVLYKEGERDFLQLPGPQPQAGLSQANFTLGPVSRSYGGQYRCSGA.... Result: 0 (no interaction). (4) The miRNA is hsa-miR-4706 with sequence AGCGGGGAGGAAGUGGGCGCUGCUU. The protein sequence of the target gene is MSWRGRSTYYWPRPRRYVQPPEMIGPMRPEQFSDEVEPATPEEGEPATQCQDPAAAQKGEDEGASAGQGPKPEAHSQEQGHPQTGCECEDGPDGQEMDPPNPEEVKTPEEGEKQSQC. Result: 0 (no interaction). (5) The miRNA is hsa-miR-6837-3p with sequence CCUUCACUGUGACUCUGCUGCAG. The protein sequence of the target gene is MSALTRLASFARVGGRLFRSGCARTAGDGGVRHAGGGVHIEPRYRQFPQLTRSQVFQSEFFSGLMWFWILWRFWHDSEEVLGHFPYPDPSQWTDEELGIPPDDED. Result: 0 (no interaction). (6) The protein sequence of the target gene is MERPEEGKQSPPPQPWGRLLRLGAEEGEPHVLLRKREWTIGRRRGCDLSFPSNKLVSGDHCRIVVDEKSGQVTLEDTSTSGTVINKLKVVKKQTCPLQTGDVIYLVYRKNEPEHNVAYLYESLSEKQGMTQESFEANKENVFHGTKDTSGAGAGRGADPRVPPSSPATQVCFEEPQPSTSTSDLFPTASASSTEPSPAGRERSSSCGSGGGGISPKGSGPSVASDEVSSFASALPDRKTASFSSLEPQDQEDLEPVKKKMRGDGDLDLNGQLLVAQPRRNAQTVHEDVRAAAGKPDKMEE.... Result: 0 (no interaction). The miRNA is hsa-miR-3622a-5p with sequence CAGGCACGGGAGCUCAGGUGAG.